The task is: Predict the product of the given reaction.. This data is from Forward reaction prediction with 1.9M reactions from USPTO patents (1976-2016). (1) Given the reactants [CH3:1][C:2]1[S:3][CH:4]=[CH:5][C:6]=1[CH:7]=[CH:8][N+:9]([O-])=O.[H-].[H-].[H-].[H-].[Li+].[Al+3].C(Cl)Cl.CO.CCN(CC)CC, predict the reaction product. The product is: [CH3:1][C:2]1[S:3][CH:4]=[CH:5][C:6]=1[CH2:7][CH2:8][NH2:9]. (2) Given the reactants [Cl:1][C:2]1[C:3]([C:8]2[CH:13]=[CH:12][C:11]([C:14]3[NH:18][C:17]4[CH:19]=[C:20]([C:23]([F:26])([F:25])[F:24])[CH:21]=[CH:22][C:16]=4[N:15]=3)=[CH:10][CH:9]=2)=[N:4][CH:5]=[CH:6][CH:7]=1.Cl, predict the reaction product. The product is: [Cl-:1].[Cl:1][C:2]1[C:3]([C:8]2[CH:13]=[CH:12][C:11]([C:14]3[NH:18][C:17]4[CH:19]=[C:20]([C:23]([F:26])([F:24])[F:25])[CH:21]=[CH:22][C:16]=4[N:15]=3)=[CH:10][CH:9]=2)=[N:4][CH:5]=[CH:6][CH:7]=1.